Predict which catalyst facilitates the given reaction. From a dataset of Catalyst prediction with 721,799 reactions and 888 catalyst types from USPTO. (1) Reactant: Cl[CH2:2][CH2:3][CH2:4][C:5](Cl)=[O:6].Cl.[NH2:9][CH:10]([C:23]1[CH:28]=[CH:27][C:26]([F:29])=[CH:25][CH:24]=1)[CH:11]([C:13]1[C:22]2[C:17](=[CH:18][CH:19]=[CH:20][CH:21]=2)[CH:16]=[CH:15][CH:14]=1)[OH:12].C(N(CC)CC)C.[OH-].[Na+].[I-].[K+].P([O-])(O)(O)=O.[Na+]. Product: [F:29][C:26]1[CH:25]=[CH:24][C:23]([CH:10]([N:9]2[CH2:2][CH2:3][CH2:4][C:5]2=[O:6])[CH:11]([OH:12])[C:13]2[C:22]3[C:17](=[CH:18][CH:19]=[CH:20][CH:21]=3)[CH:16]=[CH:15][CH:14]=2)=[CH:28][CH:27]=1. The catalyst class is: 3. (2) Reactant: [N+:1]([C:4]1[CH:5]=[C:6]2[C:10](=[CH:11][CH:12]=1)[NH:9][N:8]=[CH:7]2)([O-:3])=[O:2].[N+:13]([O-])([OH:15])=[O:14].CC(OC(C)=O)=O. Product: [N+:13]([N:8]1[CH:7]=[C:6]2[C:10]([CH:11]=[CH:12][C:4]([N+:1]([O-:3])=[O:2])=[CH:5]2)=[N:9]1)([O-:15])=[O:14]. The catalyst class is: 15. (3) Reactant: [CH:1]1([NH:5][C:6]2[C:11](Br)=[N:10][C:9]([Br:13])=[CH:8][N:7]=2)[CH2:4][CH2:3][CH2:2]1.[OH-:14].[K+].C. Product: [Br:13][C:9]1[N:10]=[C:11]([OH:14])[C:6]([NH:5][CH:1]2[CH2:4][CH2:3][CH2:2]2)=[N:7][CH:8]=1. The catalyst class is: 6. (4) Reactant: [CH3:1][O:2][C:3](=[O:18])[C@@H:4]1[C@H:9]([OH:10])[CH2:8][CH2:7][CH2:6][N:5]1[C:11]([O:13][C:14]([CH3:17])([CH3:16])[CH3:15])=[O:12].CCN(C(C)C)C(C)C.[Si:28](Cl)([C:31]([CH3:34])([CH3:33])[CH3:32])([CH3:30])[CH3:29]. Product: [CH3:1][O:2][C:3](=[O:18])[C@@H:4]1[C@H:9]([O:10][Si:28]([C:31]([CH3:34])([CH3:33])[CH3:32])([CH3:30])[CH3:29])[CH2:8][CH2:7][CH2:6][N:5]1[C:11]([O:13][C:14]([CH3:15])([CH3:17])[CH3:16])=[O:12]. The catalyst class is: 64. (5) Reactant: [I:1][C:2]1[CH:3]=[C:4]2[C:8](=[CH:9][C:10]=1[CH3:11])[NH:7][N:6]=[CH:5]2.[F:12][C:13]1[CH:18]=[CH:17][C:16](B(O)O)=[CH:15][CH:14]=1.N1C=CC=CC=1. Product: [F:12][C:13]1[CH:18]=[CH:17][C:16]([N:7]2[C:8]3[C:4](=[CH:3][C:2]([I:1])=[C:10]([CH3:11])[CH:9]=3)[CH:5]=[N:6]2)=[CH:15][CH:14]=1. The catalyst class is: 221. (6) Reactant: [NH2:1][C:2]1[CH:7]=[C:6]([Cl:8])[N:5]=[C:4]([Cl:9])[CH:3]=1.[N+:10]([O-])([OH:12])=[O:11]. Product: [Cl:9][C:4]1[CH:3]=[C:2]([NH:1][N+:10]([O-:12])=[O:11])[CH:7]=[C:6]([Cl:8])[N:5]=1. The catalyst class is: 65. (7) Reactant: [CH2:1]([S:8][C:9]1[C:10]([F:33])=[CH:11][C:12]([NH:22][C:23]2[CH:28]=[C:27]([Cl:29])[C:26]([Br:30])=[CH:25][C:24]=2[O:31][CH3:32])=[C:13](/[CH:15]=[CH:16]/[C:17]([O:19]CC)=O)[CH:14]=1)[C:2]1[CH:7]=[CH:6][CH:5]=[CH:4][CH:3]=1.C[O-].[Na+]. Product: [CH2:1]([S:8][C:9]1[CH:14]=[C:13]2[C:12](=[CH:11][C:10]=1[F:33])[N:22]([C:23]1[CH:28]=[C:27]([Cl:29])[C:26]([Br:30])=[CH:25][C:24]=1[O:31][CH3:32])[C:17](=[O:19])[CH:16]=[CH:15]2)[C:2]1[CH:7]=[CH:6][CH:5]=[CH:4][CH:3]=1. The catalyst class is: 5. (8) The catalyst class is: 5. Reactant: [CH3:1][O:2][C:3]1[CH:4]=[C:5]([C:12]2[CH:13]=[CH:14][C:15]([N:18]3[CH2:24][CH2:23][CH2:22][N:21]([C:25]4[CH:30]=[CH:29][C:28]([C:31]5[CH:36]=[C:35]6[O:37][CH2:38][O:39][C:34]6=[C:33]([O:40][CH3:41])[CH:32]=5)=[CH:27][N:26]=4)[CH2:20][CH2:19]3)=[N:16][CH:17]=2)[CH:6]=[C:7]2[O:11][CH2:10][O:9][C:8]=12.[CH3:42][S:43]([OH:46])(=[O:45])=[O:44]. Product: [CH3:42][S:43]([OH:46])(=[O:45])=[O:44].[CH3:42][S:43]([OH:46])(=[O:45])=[O:44].[CH3:1][O:2][C:3]1[CH:4]=[C:5]([C:12]2[CH:13]=[CH:14][C:15]([N:18]3[CH2:24][CH2:23][CH2:22][N:21]([C:25]4[CH:30]=[CH:29][C:28]([C:31]5[CH:36]=[C:35]6[O:37][CH2:38][O:39][C:34]6=[C:33]([O:40][CH3:41])[CH:32]=5)=[CH:27][N:26]=4)[CH2:20][CH2:19]3)=[N:16][CH:17]=2)[CH:6]=[C:7]2[O:11][CH2:10][O:9][C:8]=12. (9) Reactant: [CH:1]([C:3]1[CH:8]=[C:7]([CH3:9])[N:6]=[C:5]([NH:10][C:11](=[O:17])[O:12][C:13]([CH3:16])([CH3:15])[CH3:14])[CH:4]=1)=O.[C:18]([N:21]1[CH2:26][CH2:25][NH:24][CH2:23][CH2:22]1)(=[O:20])[CH3:19].CC(O)=O.[BH-](OC(C)=O)(OC(C)=O)OC(C)=O.[Na+]. Product: [C:18]([N:21]1[CH2:26][CH2:25][N:24]([CH2:1][C:3]2[CH:8]=[C:7]([CH3:9])[N:6]=[C:5]([NH:10][C:11](=[O:17])[O:12][C:13]([CH3:16])([CH3:15])[CH3:14])[CH:4]=2)[CH2:23][CH2:22]1)(=[O:20])[CH3:19]. The catalyst class is: 26.